This data is from Forward reaction prediction with 1.9M reactions from USPTO patents (1976-2016). The task is: Predict the product of the given reaction. Given the reactants [CH3:1][N:2]1[C:6]2[CH:7]=[CH:8][C:9]([C:11](OC)=[O:12])=[CH:10][C:5]=2[N:4]=[CH:3]1.[H-].[H-].[H-].[H-].[Li+].[Al+3].[OH-].[Na+], predict the reaction product. The product is: [OH:12][CH2:11][C:9]1[CH:8]=[CH:7][C:6]2[N:2]([CH3:1])[CH:3]=[N:4][C:5]=2[CH:10]=1.